The task is: Predict the product of the given reaction.. This data is from Forward reaction prediction with 1.9M reactions from USPTO patents (1976-2016). (1) Given the reactants [Cl:1][C:2]1[CH:7]=[C:6]([CH2:8][C:9]2[CH:10]=[C:11]3[C:16](=[C:17]4[CH:22]=[CH:21][CH:20]=[CH:19][C:18]=24)[N:15]=[CH:14][N:13]([C@H:23]2[CH2:28][CH2:27][O:26][CH2:25][C@@H:24]2[OH:29])[C:12]3=[O:30])[CH:5]=[CH:4][N:3]=1.OO.NC(N)=[O:35].C(N(CC)CC)C.FC(F)(F)C(OC(=O)C(F)(F)F)=O.C(=O)([O-])[O-].[Na+].[Na+], predict the reaction product. The product is: [Cl:1][C:2]1[CH:7]=[C:6]([CH2:8][C:9]2[CH:10]=[C:11]3[C:16](=[C:17]4[CH:22]=[CH:21][CH:20]=[CH:19][C:18]=24)[N:15]=[CH:14][N:13]([C@H:23]2[CH2:28][CH2:27][O:26][CH2:25][C@@H:24]2[OH:29])[C:12]3=[O:30])[CH:5]=[CH:4][N+:3]=1[O-:35]. (2) Given the reactants Cl[CH2:2][CH2:3][N:4]1[C:12]2[C:7](=[CH:8][C:9]([O:13][CH3:14])=[CH:10][CH:11]=2)[C:6]([CH:15]=[O:16])=[C:5]1[C:17]1[C:18]([CH3:24])=[N:19][N:20]([CH3:23])[C:21]=1[CH3:22].[CH3:25][NH:26][CH3:27], predict the reaction product. The product is: [CH3:25][N:26]([CH3:27])[CH2:2][CH2:3][N:4]1[C:12]2[C:7](=[CH:8][C:9]([O:13][CH3:14])=[CH:10][CH:11]=2)[C:6]([CH:15]=[O:16])=[C:5]1[C:17]1[C:18]([CH3:24])=[N:19][N:20]([CH3:23])[C:21]=1[CH3:22].